Task: Predict the reaction yield, written as a fraction of the theoretical maximum amount of product (1.0 means a 100% yield; for example, 0.34 means a 34% yield).. Dataset: Reaction yield outcomes from USPTO patents with 853,638 reactions (1) The reactants are [CH3:1][S:2](Cl)(=[O:4])=[O:3].[F:6][CH:7]([F:40])[C:8]1[N:12]([C:13]2[N:14]=[C:15]([N:28]3[CH2:33][CH2:32][O:31][CH2:30][CH2:29]3)[C:16]3[N:21]=[N:20][N:19]([CH:22]4[CH2:27][CH2:26][NH:25][CH2:24][CH2:23]4)[C:17]=3[N:18]=2)[C:11]2[CH:34]=[CH:35][CH:36]=[C:37]([O:38][CH3:39])[C:10]=2[N:9]=1.C([O-])([O-])=O.[K+].[K+].O. The catalyst is C(Cl)Cl. The product is [F:40][CH:7]([F:6])[C:8]1[N:12]([C:13]2[N:14]=[C:15]([N:28]3[CH2:29][CH2:30][O:31][CH2:32][CH2:33]3)[C:16]3[N:21]=[N:20][N:19]([CH:22]4[CH2:23][CH2:24][N:25]([S:2]([CH3:1])(=[O:4])=[O:3])[CH2:26][CH2:27]4)[C:17]=3[N:18]=2)[C:11]2[CH:34]=[CH:35][CH:36]=[C:37]([O:38][CH3:39])[C:10]=2[N:9]=1. The yield is 0.870. (2) The reactants are Br[C:2]1[N:3]([CH2:21][CH2:22][NH:23][C:24]([O:26][C:27]([CH3:30])([CH3:29])[CH3:28])=[O:25])[C:4]2[C:9]([C:10]=1[CH:11]1[CH2:16][CH2:15][CH2:14][CH2:13][CH2:12]1)=[CH:8][CH:7]=[C:6]([C:17]([O:19][CH3:20])=[O:18])[CH:5]=2.[C:31](=[O:34])([O-])O.[Na+]. The catalyst is COCCOC.O.C1C=CC([P]([Pd]([P](C2C=CC=CC=2)(C2C=CC=CC=2)C2C=CC=CC=2)([P](C2C=CC=CC=2)(C2C=CC=CC=2)C2C=CC=CC=2)[P](C2C=CC=CC=2)(C2C=CC=CC=2)C2C=CC=CC=2)(C2C=CC=CC=2)C2C=CC=CC=2)=CC=1. The product is [C:27]([O:26][C:24]([NH:23][CH2:22][CH2:21][N:3]1[C:4]2[C:9](=[CH:8][CH:7]=[C:6]([C:17]([O:19][CH3:20])=[O:18])[CH:5]=2)[C:10]([CH:11]2[CH2:16][CH2:15][CH2:14][CH2:13][CH2:12]2)=[C:2]1[C:4]1[CH:9]=[CH:8][CH:7]=[CH:6][C:5]=1[CH:31]=[O:34])=[O:25])([CH3:30])([CH3:29])[CH3:28]. The yield is 0.850. (3) The reactants are [CH2:1]([N:8]1[C:18]2[C:13](=[CH:14][CH:15]=[CH:16][CH:17]=2)[C:11](=O)[C:9]1=[O:10])[C:2]1[CH:7]=[CH:6][CH:5]=[CH:4][CH:3]=1.O.NN. The catalyst is CCOCC.CCCCC. The product is [CH2:1]([N:8]1[C:18]2[C:13](=[CH:14][CH:15]=[CH:16][CH:17]=2)[CH2:11][C:9]1=[O:10])[C:2]1[CH:3]=[CH:4][CH:5]=[CH:6][CH:7]=1. The yield is 0.750. (4) The reactants are [Br:1][C:2]1[CH:7]=[CH:6][C:5]([C@@H:8]([N:10]2[CH2:15][CH2:14][C@:13]([CH2:23][CH:24]([CH3:27])[C:25]#[N:26])([C:16]3[CH:21]=[CH:20][C:19]([F:22])=[CH:18][CH:17]=3)[O:12][C:11]2=[O:28])[CH3:9])=[CH:4][CH:3]=1.CI.[Li+].[CH3:32][Si]([N-][Si](C)(C)C)(C)C. The catalyst is C1COCC1. The product is [Br:1][C:2]1[CH:7]=[CH:6][C:5]([C@@H:8]([N:10]2[CH2:15][CH2:14][C@:13]([CH2:23][C:24]([CH3:32])([CH3:27])[C:25]#[N:26])([C:16]3[CH:21]=[CH:20][C:19]([F:22])=[CH:18][CH:17]=3)[O:12][C:11]2=[O:28])[CH3:9])=[CH:4][CH:3]=1. The yield is 0.740. (5) The reactants are FC(F)(F)C(O)=O.[CH3:8][O:9][C:10](=[O:42])[CH2:11][NH:12][C:13](=[O:41])[C@H:14]([CH2:39][OH:40])[NH:15][C:16](=[O:38])[C@H:17]([CH:35]([CH3:37])[CH3:36])[NH:18][C:19](=[O:34])[C@H:20]([CH:31]([CH3:33])[CH3:32])[NH:21][C:22](=[O:30])[C@H:23]([CH2:25][O:26][CH2:27][CH:28]=[CH2:29])[NH2:24].[C:43]([O:47][C:48]([N:50]1[CH2:64][CH2:63][CH2:62][C@H:51]1[C:52]([N:54]1[CH2:61][CH2:60][CH2:59][C@H:55]1[C:56](O)=[O:57])=[O:53])=[O:49])([CH3:46])([CH3:45])[CH3:44].[CH:65]1[CH:70]=C2N=NN(O)C2=C[CH:66]=1.O.C(N(CC)C(C)C)(C)C.CCN=C=NCCCN(C)C.Cl. The catalyst is C(Cl)Cl. The product is [CH3:8][O:9][C:10](=[O:42])[CH2:11][NH:12][C:13](=[O:41])[C@H:14]([CH2:39][O:40][CH2:70][CH:65]=[CH2:66])[NH:15][C:16](=[O:38])[C@H:17]([CH:35]([CH3:36])[CH3:37])[NH:18][C:19](=[O:34])[C@H:20]([CH:31]([CH3:33])[CH3:32])[NH:21][C:22](=[O:30])[C@H:23]([CH2:25][O:26][CH2:27][CH:28]=[CH2:29])[NH:24][C:56](=[O:57])[C@@H:55]1[CH2:59][CH2:60][CH2:61][N:54]1[C:52](=[O:53])[C@@H:51]1[CH2:62][CH2:63][CH2:64][N:50]1[C:48]([O:47][C:43]([CH3:46])([CH3:44])[CH3:45])=[O:49]. The yield is 0.730.